From a dataset of Reaction yield outcomes from USPTO patents with 853,638 reactions. Predict the reaction yield, written as a fraction of the theoretical maximum amount of product (1.0 means a 100% yield; for example, 0.34 means a 34% yield). (1) The reactants are [N+:1]([C:4]1[CH:9]=[CH:8][C:7]([N:10]2[CH2:16][CH2:15][CH2:14][NH:13][CH2:12][CH2:11]2)=[CH:6][CH:5]=1)([O-:3])=[O:2].C(=O)([O-])[O-].[K+].[K+].[Cl:23][CH2:24][C:25](Cl)=[O:26]. The catalyst is CN(C)C=O. The product is [Cl:23][CH2:24][C:25]([N:13]1[CH2:14][CH2:15][CH2:16][N:10]([C:7]2[CH:6]=[CH:5][C:4]([N+:1]([O-:3])=[O:2])=[CH:9][CH:8]=2)[CH2:11][CH2:12]1)=[O:26]. The yield is 0.750. (2) The reactants are [CH2:1]([O:4][C:5]1[CH:6]=[C:7]([CH2:15][C:16]([O:18][CH3:19])=[O:17])[CH:8]=[C:9]([O:11][CH2:12][CH:13]=[CH2:14])[CH:10]=1)[CH:2]=[CH2:3].[C:20](O)(=[O:22])[CH3:21].FC(F)(F)C(OC(=O)C(F)(F)F)=O.C(=O)([O-])O.[Na+]. The catalyst is FC(F)(F)C(O)=O. The product is [C:20]([C:8]1[C:9]([O:11][CH2:12][CH:13]=[CH2:14])=[CH:10][C:5]([O:4][CH2:1][CH:2]=[CH2:3])=[CH:6][C:7]=1[CH2:15][C:16]([O:18][CH3:19])=[O:17])(=[O:22])[CH3:21]. The yield is 0.650. (3) The reactants are [Br:1][C:2]1[N:3]=[C:4]2[CH:10]=[CH:9][NH:8][C:5]2=[N:6][CH:7]=1.[H-].[Na+].[C:13]1([CH3:23])[CH:18]=[CH:17][C:16]([S:19](Cl)(=[O:21])=[O:20])=[CH:15][CH:14]=1.[OH-].[Na+]. The catalyst is CN(C=O)C. The product is [Br:1][C:2]1[N:3]=[C:4]2[CH:10]=[CH:9][N:8]([S:19]([C:16]3[CH:17]=[CH:18][C:13]([CH3:23])=[CH:14][CH:15]=3)(=[O:21])=[O:20])[C:5]2=[N:6][CH:7]=1. The yield is 0.970.